Dataset: Reaction yield outcomes from USPTO patents with 853,638 reactions. Task: Predict the reaction yield, written as a fraction of the theoretical maximum amount of product (1.0 means a 100% yield; for example, 0.34 means a 34% yield). (1) The reactants are [C:1]([O:7][CH2:8][CH3:9])(=[O:6])[CH2:2][C:3]([CH3:5])=O.[Br:10][C:11]1[CH:18]=[CH:17][CH:16]=[CH:15][C:12]=1[CH:13]=O.[NH4+:19].[OH-:20]. The catalyst is CCO. The product is [Br:10][C:11]1[CH:18]=[CH:17][CH:16]=[CH:15][C:12]=1[CH:13]1[C:2]([C:1]([O:7][CH2:8][CH3:9])=[O:6])=[C:3]([CH3:5])[NH:19][C:3]([CH3:5])=[C:2]1[C:1]([O:7][CH2:8][CH3:9])=[O:20]. The yield is 0.150. (2) The reactants are [F:1][C:2]1[CH:29]=[CH:28][C:5]([C:6]([NH:8][C:9]2[C:10]([CH3:27])=[C:11]([CH3:26])[C:12]3[O:16][C:15]([CH3:17])=[C:14]([C:18]4[CH:23]=[CH:22][CH:21]=[CH:20][CH:19]=4)[C:13]=3[C:24]=2[CH3:25])=O)=[CH:4][CH:3]=1. The catalyst is CO. The product is [F:1][C:2]1[CH:3]=[CH:4][C:5]([CH2:6][NH:8][C:9]2[C:10]([CH3:27])=[C:11]([CH3:26])[C:12]3[O:16][C:15]([CH3:17])=[C:14]([C:18]4[CH:23]=[CH:22][CH:21]=[CH:20][CH:19]=4)[C:13]=3[C:24]=2[CH3:25])=[CH:28][CH:29]=1. The yield is 0.560. (3) The reactants are [Br:1][C:2]1[C:3]([F:13])=[CH:4][C:5]([F:12])=[C:6]([S:8](Cl)(=[O:10])=[O:9])[CH:7]=1.[CH3:14][N:15]([CH3:19])[CH2:16][CH2:17][NH2:18]. No catalyst specified. The product is [Br:1][C:2]1[C:3]([F:13])=[CH:4][C:5]([F:12])=[C:6]([S:8]([NH:18][CH2:17][CH2:16][N:15]([CH3:19])[CH3:14])(=[O:10])=[O:9])[CH:7]=1. The yield is 1.00.